From a dataset of Full USPTO retrosynthesis dataset with 1.9M reactions from patents (1976-2016). Predict the reactants needed to synthesize the given product. (1) Given the product [Cl:3][C:4]1[C:5]([CH3:31])=[C:6]([CH:25]2[CH2:26][CH2:27][N:28]([CH3:32])[CH2:29][CH2:30]2)[C:7]([O:23][CH3:24])=[C:8]([CH:10]([N:12]2[C:16]3=[N:17][CH:18]=[N:19][C:20]([NH2:21])=[C:15]3[C:14]([CH3:22])=[N:13]2)[CH3:11])[CH:9]=1, predict the reactants needed to synthesize it. The reactants are: Cl.Cl.[Cl:3][C:4]1[C:5]([CH3:31])=[C:6]([CH:25]2[CH2:30][CH2:29][NH:28][CH2:27][CH2:26]2)[C:7]([O:23][CH3:24])=[C:8]([CH:10]([N:12]2[C:16]3=[N:17][CH:18]=[N:19][C:20]([NH2:21])=[C:15]3[C:14]([CH3:22])=[N:13]2)[CH3:11])[CH:9]=1.[CH2:32]=O. (2) Given the product [F:1][C:2]1[CH:11]=[CH:10][C:9]([O:12][S:25]([C:24]([F:37])([F:36])[F:23])(=[O:27])=[O:26])=[C:8]2[C:3]=1[CH:4]=[CH:5][CH:6]=[N:7]2, predict the reactants needed to synthesize it. The reactants are: [F:1][C:2]1[CH:11]=[CH:10][C:9]([OH:12])=[C:8]2[C:3]=1[CH:4]=[CH:5][CH:6]=[N:7]2.C(Cl)Cl.C(N(CC)CC)C.[F:23][C:24]([F:37])([F:36])[S:25](O[S:25]([C:24]([F:37])([F:36])[F:23])(=[O:27])=[O:26])(=[O:27])=[O:26].